Dataset: Forward reaction prediction with 1.9M reactions from USPTO patents (1976-2016). Task: Predict the product of the given reaction. (1) Given the reactants [CH3:1][S:2]([C:5]1[CH:10]=[CH:9][C:8]([N:11]2[CH2:16][CH2:15][NH:14][CH2:13][CH2:12]2)=[CH:7][CH:6]=1)(=[O:4])=[O:3].[C:17]([O:21][C:22]([N:24]1[CH2:29][CH2:28][CH:27]([CH:30]=O)[CH2:26][CH2:25]1)=[O:23])([CH3:20])([CH3:19])[CH3:18].C(O[BH-](OC(=O)C)OC(=O)C)(=O)C.[Na+].CN=C=O, predict the reaction product. The product is: [C:17]([O:21][C:22]([N:24]1[CH2:29][CH2:28][CH:27]([CH2:30][N:14]2[CH2:15][CH2:16][N:11]([C:8]3[CH:7]=[CH:6][C:5]([S:2]([CH3:1])(=[O:3])=[O:4])=[CH:10][CH:9]=3)[CH2:12][CH2:13]2)[CH2:26][CH2:25]1)=[O:23])([CH3:20])([CH3:18])[CH3:19]. (2) Given the reactants [N+](C1C=NN(CCC[N:12]2[CH2:17][CH2:16][CH2:15][CH:14]([OH:18])[CH2:13]2)C=1)([O-])=O.BrC[CH2:21][CH2:22][N:23]1[CH:27]=[C:26]([N+:28]([O-:30])=[O:29])[CH:25]=[N:24]1, predict the reaction product. The product is: [N+:28]([C:26]1[CH:25]=[N:24][N:23]([CH2:22][CH2:21][N:12]2[CH2:17][CH2:16][CH2:15][CH:14]([OH:18])[CH2:13]2)[CH:27]=1)([O-:30])=[O:29]. (3) Given the reactants [C:1]([O:5][C:6]([N:8]1[C:13]2[CH:14]=[C:15]([Cl:19])[C:16]([Cl:18])=[CH:17][C:12]=2[O:11][CH:10]([C:20](O)=[O:21])[CH2:9]1)=[O:7])([CH3:4])([CH3:3])[CH3:2].[C:23]([C:25]1([CH2:31][C:32]2[CH:37]=[CH:36][C:35]([F:38])=[CH:34][CH:33]=2)[CH2:30][CH2:29][NH:28][CH2:27][CH2:26]1)#[N:24].CCN=C=NCCCN(C)C.C1C=CC2N(O)N=NC=2C=1.CCN(C(C)C)C(C)C, predict the reaction product. The product is: [C:1]([O:5][C:6]([N:8]1[C:13]2[CH:14]=[C:15]([Cl:19])[C:16]([Cl:18])=[CH:17][C:12]=2[O:11][CH:10]([C:20]([N:28]2[CH2:29][CH2:30][C:25]([C:23]#[N:24])([CH2:31][C:32]3[CH:33]=[CH:34][C:35]([F:38])=[CH:36][CH:37]=3)[CH2:26][CH2:27]2)=[O:21])[CH2:9]1)=[O:7])([CH3:3])([CH3:2])[CH3:4]. (4) Given the reactants [C:1](Cl)(=[O:3])[CH3:2].[CH2:5]([O:7][CH:8]([O:11][CH2:12][CH3:13])[CH2:9][NH2:10])[CH3:6].CCO, predict the reaction product. The product is: [CH2:5]([O:7][CH:8]([O:11][CH2:12][CH3:13])[CH2:9][NH:10][C:1](=[O:3])[CH3:2])[CH3:6]. (5) Given the reactants [NH2:1][C:2]1[CH:10]=[C:9]([F:11])[CH:8]=[C:7]([F:12])[C:3]=1[C:4]([NH2:6])=[O:5].[C:13]([N:16]1[CH:21]([CH3:22])[CH2:20][N:19]([C:23]2[CH:30]=[CH:29][C:26]([CH:27]=O)=[CH:25][CH:24]=2)[CH2:18][CH:17]1[CH3:31])(=[O:15])[CH3:14].S([O-])(O)=O.[Na+].O.C1(C)C=CC(S(O)(=O)=O)=CC=1, predict the reaction product. The product is: [C:13]([N:16]1[CH:21]([CH3:22])[CH2:20][N:19]([C:23]2[CH:24]=[CH:25][C:26]([C:27]3[NH:6][C:4](=[O:5])[C:3]4[C:2](=[CH:10][C:9]([F:11])=[CH:8][C:7]=4[F:12])[N:1]=3)=[CH:29][CH:30]=2)[CH2:18][CH:17]1[CH3:31])(=[O:15])[CH3:14]. (6) Given the reactants NC1C=CC=C2C=1C(=O)NCC2.[NH2:13][C:14]1[CH:15]=[CH:16][CH:17]=[C:18]2[C:23]=1[C:22](=[O:24])[NH:21][CH2:20][C:19]2(C)[CH3:25], predict the reaction product. The product is: [NH2:13][C:14]1[CH:15]=[CH:16][CH:17]=[C:18]2[C:23]=1[C:22](=[O:24])[NH:21][CH2:20][CH:19]2[CH3:25].